From a dataset of Experimentally validated miRNA-target interactions with 360,000+ pairs, plus equal number of negative samples. Binary Classification. Given a miRNA mature sequence and a target amino acid sequence, predict their likelihood of interaction. (1) The miRNA is mmu-miR-188-3p with sequence CUCCCACAUGCAGGGUUUGCA. The protein sequence of the target gene is MTAAANWVANGASLEDCHSNLFSLAELTGIKWRRYNFGGHGDCGPIISAPAQDDPILLSFIRCLQANLLCVWRRDVKPDCKELWIFWWGDEPNLVGVIHHELQVVEEGLWENGLSYECRTLLFKAIHNLLERCLMDKNFVRIGKWFVRPYDKDEKPVNKSEHLSCAFTFFLHGESNVCTSVEIAQHQPIYLINEEHLHMAQSSPAPFQVLVSPYGLNGTLTGHAYKMSDPAARKLIEEWHCFYPMVLRKREEPREEAELGYDDDFPVAVEVIVGGVRMVYPSAFVLVSQNDIPVPQSGHG.... Result: 1 (interaction). (2) The miRNA is hsa-miR-106a-3p with sequence CUGCAAUGUAAGCACUUCUUAC. The protein sequence of the target gene is MTPILTVLICLGLSLGPRTHVQAGHLPKPTLWAEPGSVIIQGSPVTLRCQGSLQAEEYHLYRENKSASWVRRIQEPGKNGQFPIPSITWEHAGRYHCQYYSHNHSSEYSDPLELVVTGAYSKPTLSALPSPVVTLGGNVTLQCVSQVAFDGFILCKEGEDEHPQRLNSHSHARGWSWAIFSVGPVSPSRRWSYRCYAYDSNSPYVWSLPSDLLELLVPGVSKKPSLSVQPGPMVAPGESLTLQCVSDVGYDRFVLYKEGERDFLQRPGWQPQAGLSQANFTLGPVSPSHGGQYRCYSAHN.... Result: 1 (interaction).